Dataset: Forward reaction prediction with 1.9M reactions from USPTO patents (1976-2016). Task: Predict the product of the given reaction. (1) Given the reactants [Cl:1][C:2]1[CH:3]=[C:4]([CH:8]=[CH:9][N:10]=1)[C:5]([OH:7])=O.Cl.[F:12][C:13]1[C:21]([F:22])=[CH:20][CH:19]=[C:18]2[C:14]=1[CH2:15][CH2:16][NH:17]2, predict the reaction product. The product is: [Cl:1][C:2]1[CH:3]=[C:4]([C:5]([N:17]2[C:18]3[C:14](=[C:13]([F:12])[C:21]([F:22])=[CH:20][CH:19]=3)[CH2:15][CH2:16]2)=[O:7])[CH:8]=[CH:9][N:10]=1. (2) The product is: [CH2:1]([O:5][CH2:6][CH2:7][O:8][C:9]1[CH:10]=[CH:11][C:12]([C:15]2[CH:16]=[CH:17][C:18]3[NH:24][CH2:23][CH2:22][C:21]([C:31]([NH:33][C:34]4[CH:39]=[CH:38][C:37]([CH:40]([OH:48])[C:41]5[CH:46]=[CH:45][CH:44]=[CH:43][N+:42]=5[O-:47])=[C:36]([O:49][CH3:50])[CH:35]=4)=[O:32])=[CH:20][C:19]=3[CH:51]=2)=[CH:13][CH:14]=1)[CH2:2][CH2:3][CH3:4]. Given the reactants [CH2:1]([O:5][CH2:6][CH2:7][O:8][C:9]1[CH:14]=[CH:13][C:12]([C:15]2[CH:16]=[CH:17][C:18]3[N:24](C(=O)C(F)(F)F)[CH2:23][CH2:22][C:21]([C:31]([NH:33][C:34]4[CH:39]=[CH:38][C:37]([CH:40]([OH:48])[C:41]5[CH:46]=[CH:45][CH:44]=[CH:43][N+:42]=5[O-:47])=[C:36]([O:49][CH3:50])[CH:35]=4)=[O:32])=[CH:20][C:19]=3[CH:51]=2)=[CH:11][CH:10]=1)[CH2:2][CH2:3][CH3:4].[BH4-].[Na+], predict the reaction product.